Dataset: Reaction yield outcomes from USPTO patents with 853,638 reactions. Task: Predict the reaction yield, written as a fraction of the theoretical maximum amount of product (1.0 means a 100% yield; for example, 0.34 means a 34% yield). (1) The reactants are [CH2:1]([O:8][C:9]([NH:11][CH2:12][CH2:13][CH2:14][CH2:15][C@H:16]([O:27][PH:28]([CH:30]([NH:34][C:35](=[O:44])[CH2:36][CH2:37][C:38]1[CH:43]=[CH:42][CH:41]=[CH:40][CH:39]=1)[CH:31]([CH3:33])[CH3:32])=[O:29])[C:17]([O:19][CH2:20][C:21]1[CH:26]=[CH:25][CH:24]=[CH:23][CH:22]=1)=[O:18])=[O:10])[C:2]1[CH:7]=[CH:6][CH:5]=[CH:4][CH:3]=1.I([O-])(=O)(=O)=[O:46].[Na+]. The catalyst is O1CCOCC1.O. The product is [CH2:1]([O:8][C:9]([NH:11][CH2:12][CH2:13][CH2:14][CH2:15][C@H:16]([O:27][P:28]([CH:30]([NH:34][C:35](=[O:44])[CH2:36][CH2:37][C:38]1[CH:43]=[CH:42][CH:41]=[CH:40][CH:39]=1)[CH:31]([CH3:33])[CH3:32])([OH:46])=[O:29])[C:17]([O:19][CH2:20][C:21]1[CH:22]=[CH:23][CH:24]=[CH:25][CH:26]=1)=[O:18])=[O:10])[C:2]1[CH:3]=[CH:4][CH:5]=[CH:6][CH:7]=1. The yield is 0.840. (2) The reactants are [CH3:1][O:2][C:3](=[O:13])[CH2:4][C:5]1[CH:10]=[CH:9][C:8]([S:11][CH3:12])=[CH:7][CH:6]=1.[Br:14]Br. The catalyst is C(Cl)(Cl)(Cl)Cl. The product is [CH3:1][O:2][C:3](=[O:13])[CH2:4][C:5]1[CH:10]=[CH:9][C:8]([S:11][CH3:12])=[C:7]([Br:14])[CH:6]=1. The yield is 0.850.